Dataset: Forward reaction prediction with 1.9M reactions from USPTO patents (1976-2016). Task: Predict the product of the given reaction. (1) Given the reactants [C:1]([O:5][C:6]([N:8]1[CH2:13][CH2:12][CH2:11][CH2:10][CH:9]1[CH2:14][NH2:15])=[O:7])([CH3:4])([CH3:3])[CH3:2].Cl[C:17]1[N:22]=[CH:21][CH:20]=[CH:19][N:18]=1, predict the reaction product. The product is: [C:1]([O:5][C:6]([N:8]1[CH2:13][CH2:12][CH2:11][CH2:10][CH:9]1[CH2:14][NH:15][C:17]1[N:22]=[CH:21][CH:20]=[CH:19][N:18]=1)=[O:7])([CH3:4])([CH3:3])[CH3:2]. (2) Given the reactants [C:1]([CH2:3][C:4]1[CH:9]=[CH:8][CH:7]=[CH:6][C:5]=1[C:10]#[C:11][C:12]1[CH:24]=[C:23]2[C:15]([C:16]3[CH:17]=[CH:18][C:19]([C:26]#[N:27])=[CH:20][C:21]=3[C:22]2=[O:25])=[CH:14][CH:13]=1)#[N:2].C([O-])([O-])=[O:29].[Cs+].[Cs+].C(Cl)Cl, predict the reaction product. The product is: [C:1]([C:3]1[C:4]2[C:5](=[CH:6][CH:7]=[CH:8][CH:9]=2)[C:10](=[O:29])[C:11]=1[C:12]1[CH:24]=[C:23]2[C:15]([C:16]3[CH:17]=[CH:18][C:19]([C:26]#[N:27])=[CH:20][C:21]=3[C:22]2=[O:25])=[CH:14][CH:13]=1)#[N:2].